Dataset: Full USPTO retrosynthesis dataset with 1.9M reactions from patents (1976-2016). Task: Predict the reactants needed to synthesize the given product. (1) Given the product [ClH:13].[CH2:1]1[C:11]2=[C:12]3[C:7](=[CH:8][CH:9]=[CH:10]2)[CH2:6][CH2:5][NH:4][CH:3]3[CH2:2]1, predict the reactants needed to synthesize it. The reactants are: [CH2:1]1[C:11]2=[C:12]3[C:7](=[CH:8][CH:9]=[CH:10]2)[CH2:6][CH2:5][NH:4][CH:3]3[CH2:2]1.[ClH:13]. (2) The reactants are: [C:1]1([C:7]2[N:12]=[CH:11][C:10]([OH:13])=[CH:9][CH:8]=2)[CH2:6][CH2:5][CH2:4][CH2:3][CH:2]=1. Given the product [CH:1]1([C:7]2[N:12]=[CH:11][C:10]([OH:13])=[CH:9][CH:8]=2)[CH2:2][CH2:3][CH2:4][CH2:5][CH2:6]1, predict the reactants needed to synthesize it. (3) The reactants are: [CH2:1]([CH:4]([CH2:13][CH2:14][CH3:15])[C:5]([O:7][CH2:8][CH2:9][C:10]([OH:12])=[O:11])=[O:6])[CH2:2][CH3:3].[CH2:16]1[O:21][CH:20]([C:22]2[CH:27]=[CH:26][CH:25]=[CH:24][CH:23]=2)[O:19][CH2:18][CH:17]1O.C(N(CC)CC)C. Given the product [CH2:13]([CH:4]([CH2:1][CH2:2][CH3:3])[C:5]([O:7][CH2:8][CH2:9][C:10](=[O:12])[O:11][CH:17]1[CH2:18][O:19][CH:20]([C:22]2[CH:23]=[CH:24][CH:25]=[CH:26][CH:27]=2)[O:21][CH2:16]1)=[O:6])[CH2:14][CH3:15], predict the reactants needed to synthesize it. (4) Given the product [C:12]([O:11][C:9]([N:21]1[C:17]([NH2:16])=[CH:18][C:19]([C:22]2[CH:27]=[CH:26][C:25]([O:28][CH3:29])=[CH:24][CH:23]=2)=[N:20]1)=[O:10])([CH3:13])([CH3:14])[CH3:15], predict the reactants needed to synthesize it. The reactants are: [C:9](O[C:9]([O:11][C:12]([CH3:15])([CH3:14])[CH3:13])=[O:10])([O:11][C:12]([CH3:15])([CH3:14])[CH3:13])=[O:10].[NH2:16][C:17]1[NH:21][N:20]=[C:19]([C:22]2[CH:27]=[CH:26][C:25]([O:28][CH3:29])=[CH:24][CH:23]=2)[CH:18]=1.[OH-].[K+]. (5) Given the product [CH2:23]([Sn:18]([CH2:14][CH2:15][CH2:16][CH3:17])([CH2:19][CH2:20][CH2:21][CH3:22])/[C:10](=[CH:9]/[C:4]1[CH:5]=[CH:6][C:7]([Cl:8])=[C:2]([Cl:1])[CH:3]=1)/[C:11]([NH2:13])=[O:12])[CH2:24][CH2:25][CH3:26], predict the reactants needed to synthesize it. The reactants are: [Cl:1][C:2]1[CH:3]=[C:4]([CH2:9][CH2:10][C:11]([NH2:13])=[O:12])[CH:5]=[CH:6][C:7]=1[Cl:8].[CH2:14]([SnH:18]([CH2:23][CH2:24][CH2:25][CH3:26])[CH2:19][CH2:20][CH2:21][CH3:22])[CH2:15][CH2:16][CH3:17]. (6) Given the product [ClH:1].[Cl:1][C:2]1[CH:3]=[C:4]2[C:9](=[CH:10][CH:11]=1)[O:8][CH2:7][CH2:6][CH:5]2[NH:12][C:13]1[CH:18]=[C:17]([N:24]2[CH2:29][CH2:28][NH:27][CH2:26][CH2:25]2)[CH:16]=[CH:15][C:14]=1[S:20]([CH3:23])(=[O:22])=[O:21], predict the reactants needed to synthesize it. The reactants are: [Cl:1][C:2]1[CH:3]=[C:4]2[C:9](=[CH:10][CH:11]=1)[O:8][CH2:7][CH2:6][CH:5]2[NH:12][C:13]1[CH:18]=[C:17](F)[CH:16]=[CH:15][C:14]=1[S:20]([CH3:23])(=[O:22])=[O:21].[NH:24]1[CH2:29][CH2:28][NH:27][CH2:26][CH2:25]1.C(N(CC)C(C)C)(C)C. (7) Given the product [CH2:1]([P:3]([CH2:6][CH:7]([CH3:10])[CH2:8][OH:9])(=[O:4])[O:5][CH2:11][CH2:12][CH2:13][CH2:14][OH:15])[CH3:2], predict the reactants needed to synthesize it. The reactants are: [CH2:1]([P:3]([CH2:6][CH:7]([CH3:10])[CH2:8][OH:9])(=[O:5])[OH:4])[CH3:2].[CH2:11](O)[CH2:12][CH2:13][CH2:14][OH:15]. (8) Given the product [F:1][CH:2]([F:37])[CH2:3][C:4]1[CH:9]=[CH:8][C:7]([CH:10]2[CH2:15][CH:14]([C:16]3[O:20][N:19]=[C:18]([CH2:21][CH2:22][O:23][CH3:24])[N:17]=3)[CH2:13][N:12]([C:25]([N:38]3[CH2:43][CH2:42][S:41][CH2:40][CH2:39]3)=[O:26])[CH2:11]2)=[CH:6][CH:5]=1, predict the reactants needed to synthesize it. The reactants are: [F:1][CH:2]([F:37])[CH2:3][C:4]1[CH:9]=[CH:8][C:7]([CH:10]2[CH2:15][CH:14]([C:16]3[O:20][N:19]=[C:18]([CH2:21][CH2:22][O:23][CH3:24])[N:17]=3)[CH2:13][N:12]([C:25](OC3C=CC([N+]([O-])=O)=CC=3)=[O:26])[CH2:11]2)=[CH:6][CH:5]=1.[NH:38]1[CH2:43][CH2:42][S:41][CH2:40][CH2:39]1.C(N(CC)C(C)C)(C)C.